Dataset: Catalyst prediction with 721,799 reactions and 888 catalyst types from USPTO. Task: Predict which catalyst facilitates the given reaction. Reactant: Cl[C:2]1[N:7]=[C:6]([C:8]2[N:12]3[CH:13]=[CH:14][CH:15]=[CH:16][C:11]3=[N:10][C:9]=2[C:17]2[CH:18]=[CH:19][C:20]([O:34][CH2:35][CH3:36])=[C:21]([CH:33]=2)[C:22]([NH:24][C:25]2[C:30]([F:31])=[CH:29][CH:28]=[CH:27][C:26]=2[F:32])=[O:23])[CH:5]=[CH:4][N:3]=1.[CH3:37][C:38]1[C:39]([N:47]2[CH2:52][CH2:51][N:50]([CH2:53][CH2:54][O:55][CH3:56])[CH2:49][CH2:48]2)=[CH:40][C:41]([O:45][CH3:46])=[C:42]([CH:44]=1)[NH2:43].C1(C)C=CC(S(O)(=O)=O)=CC=1.C(O)C(F)(F)F.N. Product: [F:32][C:26]1[CH:27]=[CH:28][CH:29]=[C:30]([F:31])[C:25]=1[NH:24][C:22](=[O:23])[C:21]1[CH:33]=[C:17]([C:9]2[N:10]=[C:11]3[CH:16]=[CH:15][CH:14]=[CH:13][N:12]3[C:8]=2[C:6]2[CH:5]=[CH:4][N:3]=[C:2]([NH:43][C:42]3[CH:44]=[C:38]([CH3:37])[C:39]([N:47]4[CH2:48][CH2:49][N:50]([CH2:53][CH2:54][O:55][CH3:56])[CH2:51][CH2:52]4)=[CH:40][C:41]=3[O:45][CH3:46])[N:7]=2)[CH:18]=[CH:19][C:20]=1[O:34][CH2:35][CH3:36]. The catalyst class is: 100.